This data is from Forward reaction prediction with 1.9M reactions from USPTO patents (1976-2016). The task is: Predict the product of the given reaction. (1) Given the reactants [CH3:1][C:2]1[C:6]([C:7]2[CH:8]=[CH:9][C:10]([CH3:17])=[C:11]([S:13](Cl)(=[O:15])=[O:14])[CH:12]=2)=[C:5]([CH3:18])[O:4][N:3]=1.[CH2:19]([NH2:29])[CH2:20][CH2:21][CH2:22][CH2:23][CH2:24][CH2:25][CH2:26][CH2:27][NH2:28], predict the reaction product. The product is: [CH2:27]([NH:28][S:13]([C:11]1[CH:12]=[C:7]([C:6]2[C:2]([CH3:1])=[N:3][O:4][C:5]=2[CH3:18])[CH:8]=[CH:9][C:10]=1[CH3:17])(=[O:14])=[O:15])[CH2:26][CH2:25][CH2:24][CH2:23][CH2:22][CH2:21][CH2:20][CH2:19][NH:29][S:13]([C:11]1[CH:12]=[C:7]([C:6]2[C:2]([CH3:1])=[N:3][O:4][C:5]=2[CH3:18])[CH:8]=[CH:9][C:10]=1[CH3:17])(=[O:15])=[O:14]. (2) Given the reactants [N:1]1[CH:6]=[CH:5][CH:4]=[N:3][C:2]=1[N:7]1[CH2:12][CH2:11][CH:10]([C:13]([OH:15])=O)[CH2:9][CH2:8]1.BrC1N=CC=CN=1.[N:23]1[C:32]2[C:27](=[CH:28][CH:29]=[CH:30][CH:31]=2)[C:26]([NH2:33])=[CH:25][N:24]=1, predict the reaction product. The product is: [N:23]1[C:32]2[C:27](=[CH:28][CH:29]=[CH:30][CH:31]=2)[C:26]([NH:33][C:13]([CH:10]2[CH2:9][CH2:8][N:7]([C:2]3[N:1]=[CH:6][CH:5]=[CH:4][N:3]=3)[CH2:12][CH2:11]2)=[O:15])=[CH:25][N:24]=1. (3) Given the reactants [Cl:1][C:2]1[C:3]([N:13]2[CH2:18][CH2:17][NH:16][CH2:15][CH2:14]2)=[N:4][CH:5]=[C:6]([CH:12]=1)[C:7]([O:9][CH2:10][CH3:11])=[O:8].[CH3:19][C:20]1[CH:25]=[CH:24][CH:23]=[CH:22][C:21]=1[S:26]([N:29]=[C:30]=[O:31])(=[O:28])=[O:27], predict the reaction product. The product is: [Cl:1][C:2]1[C:3]([N:13]2[CH2:18][CH2:17][N:16]([C:30]([NH:29][S:26]([C:21]3[CH:22]=[CH:23][CH:24]=[CH:25][C:20]=3[CH3:19])(=[O:28])=[O:27])=[O:31])[CH2:15][CH2:14]2)=[N:4][CH:5]=[C:6]([CH:12]=1)[C:7]([O:9][CH2:10][CH3:11])=[O:8]. (4) Given the reactants [F:1][C:2]([F:14])([F:13])[C:3]1[C:11]2[CH:10]=[CH:9][CH:8]=[C:7]([OH:12])[C:6]=2[CH2:5][CH:4]=1.[H][H], predict the reaction product. The product is: [F:1][C:2]([F:13])([F:14])[CH:3]1[C:11]2[CH:10]=[CH:9][CH:8]=[C:7]([OH:12])[C:6]=2[CH2:5][CH2:4]1. (5) Given the reactants F[C@:2]12[C@@H](O)C[C@@]3(C)[C@@H](CC[C@]3(O)C(=O)C[OH:18])[C@@H]1CC[C:8]1[C@:3]2(C)[CH:4]=[CH:5][C:6](=O)[CH:7]=1.[S:28]([O-])([O-:31])(=[O:30])=[O:29].[Na+].[Na+].C(OC1C=CC(C(OC)(OC)OC)=CC=1)C1C=CC=CC=1, predict the reaction product. The product is: [OH2:18].[CH3:2][C:3]1[CH:8]=[CH:7][C:6]([S:28]([OH:31])(=[O:30])=[O:29])=[CH:5][CH:4]=1. (6) The product is: [CH3:17][CH:18]([C:20]1[N:12]([CH2:13][CH:14]([CH3:16])[CH3:15])[C:11]2[C:10]3[CH:9]=[CH:8][CH:7]=[CH:6][C:5]=3[N:4]=[CH:3][C:2]=2[N:1]=1)[OH:19]. Given the reactants [NH2:1][C:2]1[CH:3]=[N:4][C:5]2[C:10]([C:11]=1[NH:12][CH2:13][CH:14]([CH3:16])[CH3:15])=[CH:9][CH:8]=[CH:7][CH:6]=2.[C:17](O)(=O)[CH:18]([CH3:20])[OH:19].C, predict the reaction product. (7) Given the reactants C([O:3][C:4](=O)[CH2:5][C:6]([C@@H:8]1[CH2:13][CH2:12][N:11]([C:14]([O:16][CH3:17])=[O:15])[C@@H:10]([CH2:18][C:19]2[CH:24]=[CH:23][CH:22]=[C:21]([F:25])[CH:20]=2)[CH2:9]1)=[O:7])C.[OH-].[Na+].[NH2:29]O.Cl, predict the reaction product. The product is: [F:25][C:21]1[CH:20]=[C:19]([CH:24]=[CH:23][CH:22]=1)[CH2:18][C@H:10]1[CH2:9][C@H:8]([C:6]2[O:7][NH:29][C:4](=[O:3])[CH:5]=2)[CH2:13][CH2:12][N:11]1[C:14]([O:16][CH3:17])=[O:15]. (8) Given the reactants [OH:1][C:2]1[CH:3]=[C:4]([CH:14]=[C:15]([O:17][CH2:18][C:19]2[CH:24]=CC=CC=2)[CH:16]=1)[C:5]([NH:7][C:8]1[CH:12]=[CH:11][N:10]([CH3:13])[N:9]=1)=[O:6].CC1C=CC(S([O:35][C@H:36]2CCOC2)(=O)=O)=CC=1.C(=O)([O-])[O-].[K+].[K+].[H][H], predict the reaction product. The product is: [OH:1][C:2]1[CH:3]=[C:4]([CH:14]=[C:15]([O:17][C@@H:18]2[CH2:19][CH2:24][O:35][CH2:36]2)[CH:16]=1)[C:5]([NH:7][C:8]1[CH:12]=[CH:11][N:10]([CH3:13])[N:9]=1)=[O:6]. (9) Given the reactants C1(C2N=C(C3C4CCCCC=4SC=3NC(N3CCC[C@@H]3C(O)=O)=O)ON=2)CC1.[C:29]1(=O)[CH2:34][CH2:33][CH2:32][CH2:31][CH2:30]1.[F:36][C:37]([F:47])([F:46])[C:38]1[N:42]=[C:41]([CH2:43][C:44]#[N:45])[O:40][N:39]=1, predict the reaction product. The product is: [C:29]1(=[C:43]([C:41]2[O:40][N:39]=[C:38]([C:37]([F:46])([F:36])[F:47])[N:42]=2)[C:44]#[N:45])[CH2:34][CH2:33][CH2:32][CH2:31][CH2:30]1. (10) Given the reactants [CH2:1]([OH:3])[CH3:2].C#[C:5][CH2:6][NH:7][C@H]1C2C=CC=CC=2CC1.C([O:32][CH:33]([CH3:35])C)(=O)CCCCCCCCCCCCC.[OH:36]CC(CO)O, predict the reaction product. The product is: [N:7]([CH2:35][CH2:33][OH:32])([CH2:6][CH2:5][OH:36])[CH2:2][CH2:1][OH:3].